This data is from Catalyst prediction with 721,799 reactions and 888 catalyst types from USPTO. The task is: Predict which catalyst facilitates the given reaction. (1) Reactant: Br[C:2]1[CH:3]=[C:4]([CH:9]=[CH:10][CH:11]=1)[C:5]([O:7][CH3:8])=[O:6].C(=O)([O-])[O-].[Cs+].[Cs+].[O:18]1[CH2:22][CH2:21][NH:20][C:19]1=[O:23].CC1(C)C2C=CC=C(P(C3C=CC=CC=3)C3C=CC=CC=3)C=2OC2C1=CC=CC=2P(C1C=CC=CC=1)C1C=CC=CC=1. Product: [CH3:8][O:7][C:5](=[O:6])[C:4]1[CH:9]=[CH:10][CH:11]=[C:2]([N:20]2[CH2:21][CH2:22][O:18][C:19]2=[O:23])[CH:3]=1. The catalyst class is: 62. (2) Reactant: S(=O)(=O)(O)O.Cl.[CH3:7][C:8]1([CH3:27])[CH2:13][C:12]([CH3:15])([CH3:14])[CH2:11][C:10]([N:21]2[CH2:26][CH2:25][CH2:24][CH2:23][CH2:22]2)([CH2:16][CH:17]=[C:18](C)C)[CH2:9]1.[Cl:28]CC#N.[OH-].[Na+]. Product: [ClH:28].[CH3:14][C:12]1([CH3:15])[CH2:13][C:8]([CH3:7])([CH3:27])[CH2:9][C:10]([N:21]2[CH2:26][CH2:25][CH2:24][CH2:23][CH2:22]2)([CH2:16][C:17]#[CH:18])[CH2:11]1. The catalyst class is: 15. (3) Reactant: [NH2:1][C:2]1[C:13]([Br:14])=[CH:12][C:5]2[N:6]([CH3:11])[C:7](=[O:10])[N:8]([CH3:9])[C:4]=2[CH:3]=1.C(N(CC)CC)C.[F:22][C:23]([F:34])([F:33])[C:24](O[C:24](=[O:25])[C:23]([F:34])([F:33])[F:22])=[O:25]. Product: [Br:14][C:13]1[C:2]([NH:1][C:24](=[O:25])[C:23]([F:34])([F:33])[F:22])=[CH:3][C:4]2[N:8]([CH3:9])[C:7](=[O:10])[N:6]([CH3:11])[C:5]=2[CH:12]=1. The catalyst class is: 64. (4) Reactant: Cl[C:2]1[CH:7]=[CH:6][C:5]([N+:8]([O-:10])=[O:9])=[CH:4][N:3]=1.C(=O)([O-])[O-].[Na+].[Na+].[CH3:17][C:18]1([CH2:24][C:25]([O:27][CH3:28])=[O:26])[CH2:23][CH2:22][NH:21][CH2:20][CH2:19]1.C[C@@H](O)[C@H](NC(CNC([C@@H](NC([C@@H](NC([C@@H](N)CC1N=CNC=1)=O)CO)=O)CCC(N)=O)=O)=O)C(N[C@H](C(N[C@H](C(N[C@H](C(N[C@H](C(N[C@H](C(N[C@H](C(N[C@H](C(N[C@H](C(N[C@H](C(N[C@H](C(N[C@H](C(N[C@H](C(N[C@H](C(N[C@H](C(N[C@H](C(N[C@H](C(N[C@H](C(N[C@H](C(N[C@H](C(N[C@H](C(N[C@H](C(N[C@H](C(N[C@H](C(N[C@H](C(O)=O)[C@H](O)C)=O)CC(N)=O)=O)CCSC)=O)CC(C)C)=O)CC1C2C=CC=CC=2NC=1)=O)CCC(N)=O)=O)C(C)C)=O)CC1C=CC=CC=1)=O)CC(O)=O)=O)CCC(N)=O)=O)C)=O)CCCN=C(N)N)=O)CCCN=C(N)N)=O)CO)=O)CC(O)=O)=O)CC(C)C)=O)CC1C=CC(O)=CC=1)=O)CCCCN)=O)CO)=O)CC1C=CC(O)=CC=1)=O)CC(O)=O)=O)CO)=O)[C@H](O)C)=O)CC1C=CC=CC=1)=O. Product: [CH3:17][C:18]1([CH2:24][C:25]([O:27][CH3:28])=[O:26])[CH2:23][CH2:22][N:21]([C:2]2[CH:7]=[CH:6][C:5]([N+:8]([O-:10])=[O:9])=[CH:4][N:3]=2)[CH2:20][CH2:19]1. The catalyst class is: 58.